Dataset: Cav3 T-type calcium channel HTS with 100,875 compounds. Task: Binary Classification. Given a drug SMILES string, predict its activity (active/inactive) in a high-throughput screening assay against a specified biological target. (1) The molecule is O(c1c(n2c3c(nc2C)cc(cc3)C(O)=O)cccc1)C. The result is 0 (inactive). (2) The molecule is O1C(=O)C(/N=C1c1ccc(cc1)C)=C/N1CCCCC1. The result is 0 (inactive).